Dataset: Catalyst prediction with 721,799 reactions and 888 catalyst types from USPTO. Task: Predict which catalyst facilitates the given reaction. (1) Reactant: [F:1][CH:2]([CH2:13][CH2:14][C:15]1[N:16]=[N:17][C:18](I)=[CH:19][CH:20]=1)[CH2:3][N:4]1[CH:8]=[C:7]([C:9]([NH:11][CH3:12])=[O:10])[N:6]=[N:5]1.[F:22][CH:23]([F:35])[O:24][C:25]1[CH:30]=[CH:29][N:28]=[C:27]([CH2:31][C:32]([NH2:34])=[O:33])[CH:26]=1.CC1(C)C2C(=C(P(C3C=CC=CC=3)C3C=CC=CC=3)C=CC=2)OC2C(P(C3C=CC=CC=3)C3C=CC=CC=3)=CC=CC1=2.C([O-])([O-])=O.[Cs+].[Cs+]. Product: [F:35][CH:23]([F:22])[O:24][C:25]1[CH:30]=[CH:29][N:28]=[C:27]([CH2:31][C:32]([NH:34][C:18]2[N:17]=[N:16][C:15]([CH2:14][CH2:13][CH:2]([F:1])[CH2:3][N:4]3[CH:8]=[C:7]([C:9]([NH:11][CH3:12])=[O:10])[N:6]=[N:5]3)=[CH:20][CH:19]=2)=[O:33])[CH:26]=1. The catalyst class is: 77. (2) Reactant: [CH3:1][S:2](Cl)(=[O:4])=[O:3].[OH:6][CH:7]1[C:16]2[CH2:15][S:14][N:13]=[C:12]([N:17]([C:25]([O:27][C:28]([CH3:31])([CH3:30])[CH3:29])=[O:26])[C:18]([O:20][C:21]([CH3:24])([CH3:23])[CH3:22])=[O:19])[C:11]3=[N:32][N:33]([CH2:35][C:36]4[C:41]([CH3:42])=[C:40]([O:43][CH3:44])[C:39]([CH3:45])=[CH:38][N:37]=4)[N:34]=[C:9]([C:10]=23)[CH2:8]1.ClCCl. Product: [CH3:1][S:2]([O:6][CH:7]1[C:16]2[CH2:15][S:14][N:13]=[C:12]([N:17]([C:18]([O:20][C:21]([CH3:24])([CH3:23])[CH3:22])=[O:19])[C:25]([O:27][C:28]([CH3:31])([CH3:30])[CH3:29])=[O:26])[C:11]3=[N:32][N:33]([CH2:35][C:36]4[C:41]([CH3:42])=[C:40]([O:43][CH3:44])[C:39]([CH3:45])=[CH:38][N:37]=4)[N:34]=[C:9]([C:10]=23)[CH2:8]1)(=[O:4])=[O:3]. The catalyst class is: 66. (3) Reactant: C(O)(=O)C(C1C=CC=CC=1)O.[CH3:12][C:13]1[CH:14]=[CH:15][CH:16]=[CH:17][C:18]=1[O:19][C@@H:20]([C:25]1[CH:26]=[CH:27][CH:28]=[CH:29][CH:30]=1)[CH2:21][CH2:22][NH:23][CH3:24].[Cl:31]CCl.[OH-].[Na+]. Product: [CH3:12][C:13]1[CH:14]=[CH:15][CH:16]=[CH:17][C:18]=1[O:19][C@@H:20]([C:25]1[CH:30]=[CH:29][CH:28]=[CH:27][CH:26]=1)[CH2:21][CH2:22][NH:23][CH3:24].[ClH:31]. The catalyst class is: 6. (4) Reactant: [CH2:1]([C:3]1[S:7][C:6]([C:8]([O:10]C)=[O:9])=[CH:5][C:4]=1[C:12]1[N:16]([CH3:17])[N:15]=[CH:14][C:13]=1[CH2:18][CH3:19])[CH3:2].[OH-].[Na+]. Product: [CH2:1]([C:3]1[S:7][C:6]([C:8]([OH:10])=[O:9])=[CH:5][C:4]=1[C:12]1[N:16]([CH3:17])[N:15]=[CH:14][C:13]=1[CH2:18][CH3:19])[CH3:2]. The catalyst class is: 7. (5) The catalyst class is: 53. Product: [C:28]([CH:22]1[C:21](=[O:20])[C:3]2[C:2](=[C:11]3[C:6](=[CH:5][CH:4]=2)[C:7]([Cl:17])=[C:8]([C:12]([O:14][CH2:15][CH3:16])=[O:13])[CH:9]=[N:10]3)[N:1]=[CH:23]1)(=[O:29])[CH3:30]. Reactant: [NH2:1][C:2]1[CH:3]=[CH:4][CH:5]=[C:6]2[C:11]=1[N:10]=[CH:9][C:8]([C:12]([O:14][CH2:15][CH3:16])=[O:13])=[C:7]2[Cl:17].C([O:20][CH:21]=[C:22]([C:28]([CH3:30])=[O:29])[C:23](OCC)=O)C.C1(OC2C=CC=CC=2)C=CC=CC=1. (6) Reactant: [C:1]([O:5][C:6]([N:8]1[CH2:13][CH2:12][N:11]([C:14]([C:16]2[N:17]([CH3:33])[C:18]3[C:23]([CH:24]=2)=[CH:22][C:21]([O:25][C:26]2[CH:31]=[CH:30][C:29]([NH2:32])=[CH:28][N:27]=2)=[CH:20][CH:19]=3)=[O:15])[CH2:10][CH2:9]1)=[O:7])([CH3:4])([CH3:3])[CH3:2].[Cl:34][C:35]1[CH:36]=[C:37]([S:42](Cl)(=[O:44])=[O:43])[CH:38]=[CH:39][C:40]=1[Cl:41].N1C=CC=CC=1.O. Product: [C:1]([O:5][C:6]([N:8]1[CH2:9][CH2:10][N:11]([C:14]([C:16]2[N:17]([CH3:33])[C:18]3[C:23]([CH:24]=2)=[CH:22][C:21]([O:25][C:26]2[CH:31]=[CH:30][C:29]([NH:32][S:42]([C:37]4[CH:38]=[CH:39][C:40]([Cl:41])=[C:35]([Cl:34])[CH:36]=4)(=[O:44])=[O:43])=[CH:28][N:27]=2)=[CH:20][CH:19]=3)=[O:15])[CH2:12][CH2:13]1)=[O:7])([CH3:4])([CH3:3])[CH3:2]. The catalyst class is: 1. (7) The catalyst class is: 8. Reactant: [CH3:1][C:2]1[C:3]([N:8](COCCOC)[S:9]([C:12]2[S:13][C:14]([CH3:43])=[CH:15][C:16]=2[C:17]2[CH:22]=[CH:21][C:20]([CH2:23][N:24]3[C:32]4[CH:31]=[C:30]([CH3:33])[N:29]=[C:28]([CH3:34])[C:27]=4[C:26]([C:35]4[S:36][CH:37]=[CH:38][CH:39]=4)=[N:25]3)=[CH:19][C:18]=2[CH2:40][O:41][CH3:42])(=[O:11])=[O:10])=[N:4][O:5][C:6]=1[CH3:7].Cl. Product: [CH3:1][C:2]1[C:3]([NH:8][S:9]([C:12]2[S:13][C:14]([CH3:43])=[CH:15][C:16]=2[C:17]2[CH:22]=[CH:21][C:20]([CH2:23][N:24]3[C:32]4[CH:31]=[C:30]([CH3:33])[N:29]=[C:28]([CH3:34])[C:27]=4[C:26]([C:35]4[S:36][CH:37]=[CH:38][CH:39]=4)=[N:25]3)=[CH:19][C:18]=2[CH2:40][O:41][CH3:42])(=[O:11])=[O:10])=[N:4][O:5][C:6]=1[CH3:7]. (8) Reactant: [CH3:1][O:2][C:3]([C:5]1[S:6][CH:7]=[C:8]([Br:18])[C:9]=1OS(C(F)(F)F)(=O)=O)=O.[C:19]([O:23][CH3:24])(=[O:22])[CH2:20][SH:21].C1CCN2C(=NCCC2)CC1.Br[CH2:37][C:38]([O:40][CH2:41][CH3:42])=[O:39].C([O-])([O-])=O.[K+].[K+]. Product: [Br:18][C:8]1[C:9]2[S:21][C:20]([C:19]([OH:23])=[O:22])=[C:3]([O:2][CH2:1][C:38]([OH:40])=[O:39])[C:5]=2[S:6][CH:7]=1.[CH3:24][O:23][C:19]([C:20]1[S:21][C:9]2[C:8]([Br:18])=[CH:7][S:6][C:5]=2[C:3]=1[O:2][CH2:37][C:38]([O:40][CH2:41][CH3:42])=[O:39])=[O:22]. The catalyst class is: 31.